Dataset: Reaction yield outcomes from USPTO patents with 853,638 reactions. Task: Predict the reaction yield, written as a fraction of the theoretical maximum amount of product (1.0 means a 100% yield; for example, 0.34 means a 34% yield). (1) The reactants are [NH2:1][C:2]1[CH:3]=[C:4]2[C:8](=[CH:9][CH:10]=1)[NH:7][C:6]([C:11]([CH3:22])([CH3:21])[CH2:12][NH:13][C:14](=[O:20])[O:15][C:16]([CH3:19])([CH3:18])[CH3:17])=[CH:5]2.[O:23]1[C:27]2[CH:28]=[C:29]([C:32]3([C:35](O)=[O:36])[CH2:34][CH2:33]3)[CH:30]=[CH:31][C:26]=2[O:25][CH2:24]1.C(Cl)CCl.C1C=CC2N(O)N=NC=2C=1.CCN(CC)CC. The catalyst is CN(C=O)C.O. The product is [O:25]1[C:26]2[CH:31]=[CH:30][C:29]([C:32]3([C:35]([NH:1][C:2]4[CH:3]=[C:4]5[C:8](=[CH:9][CH:10]=4)[NH:7][C:6]([C:11]([CH3:22])([CH3:21])[CH2:12][NH:13][C:14](=[O:20])[O:15][C:16]([CH3:17])([CH3:19])[CH3:18])=[CH:5]5)=[O:36])[CH2:33][CH2:34]3)=[CH:28][C:27]=2[O:23][CH2:24]1. The yield is 0.940. (2) The reactants are [CH2:1]=C1CCC2(OCCO2)CC1.[CH2:12]1[C:21]2[C:16](=[CH:17][CH:18]=[CH:19][CH:20]=2)[C:15](=O)[CH2:14][O:13]1.O1C2(CCC(=O)CC2)OCC1. No catalyst specified. The product is [CH2:1]=[C:15]1[C:16]2[C:21](=[CH:20][CH:19]=[CH:18][CH:17]=2)[CH2:12][O:13][CH2:14]1. The yield is 0.698. (3) The reactants are C([O:3][C:4]([C@:6]1([NH2:30])[C@H:11]([S:12]([CH2:15][C:16]2[CH:21]=[CH:20][C:19]([Cl:22])=[C:18]([Cl:23])[CH:17]=2)(=[O:14])=[O:13])[CH2:10][C@@H:9]2[C@H:7]1[C@@:8]2([F:29])[C:24]([O:26]CC)=[O:25])=[O:5])C.[OH-].[Na+]. The catalyst is S(=O)(=O)(O)O. The product is [NH2:30][C@@:6]1([C:4]([OH:5])=[O:3])[C@H:11]([S:12]([CH2:15][C:16]2[CH:21]=[CH:20][C:19]([Cl:22])=[C:18]([Cl:23])[CH:17]=2)(=[O:14])=[O:13])[CH2:10][C@@H:9]2[C@H:7]1[C@@:8]2([F:29])[C:24]([OH:26])=[O:25]. The yield is 0.100. (4) The reactants are Br[C:2]1[CH:7]=[CH:6][CH:5]=[C:4]([Br:8])[N:3]=1.C1(P(C2C=CC=CC=2)C2C=CC=CC=2)C=CC=CC=1.C(=O)([O-])[O-].[K+].[K+].[Cl:34][C:35]1[CH:42]=[C:41]([Cl:43])[CH:40]=[CH:39][C:36]=1[CH2:37][NH2:38]. The catalyst is C1(C=CC=CC=1)[P](C1C=CC=CC=1)(C1C=CC=CC=1)[Pd][P](C1C=CC=CC=1)(C1C=CC=CC=1)C1C=CC=CC=1.O.CN(C=O)C. The product is [Br:8][C:4]1[N:3]=[C:2]([NH:38][CH2:37][C:36]2[CH:39]=[CH:40][C:41]([Cl:43])=[CH:42][C:35]=2[Cl:34])[CH:7]=[CH:6][CH:5]=1. The yield is 0.270. (5) The product is [Cl:1][C:2]1[C:10]2[N:9]=[C:8]3[N:11]([C:15]4[CH:20]=[CH:19][C:18]([Cl:21])=[CH:17][C:16]=4[Cl:22])[CH2:12][CH2:13][CH2:14][N:7]3[C:6]=2[C:5]([CH:23]([O:28][CH2:32][CH3:33])[C:24]([F:25])([F:26])[F:27])=[CH:4][CH:3]=1. The reactants are [Cl:1][C:2]1[C:10]2[N:9]=[C:8]3[N:11]([C:15]4[CH:20]=[CH:19][C:18]([Cl:21])=[CH:17][C:16]=4[Cl:22])[CH2:12][CH2:13][CH2:14][N:7]3[C:6]=2[C:5]([CH:23]([OH:28])[C:24]([F:27])([F:26])[F:25])=[CH:4][CH:3]=1.[H-].[Na+].I[CH2:32][CH3:33]. The yield is 0.810. The catalyst is O1CCCC1.C(OCC)(=O)C.